The task is: Predict the reactants needed to synthesize the given product.. This data is from Retrosynthesis with 50K atom-mapped reactions and 10 reaction types from USPTO. (1) Given the product CC(C)(C)OC(=O)N1C[C@H](NC(=O)[C@H](O)CCc2ccccc2)C[C@H]1C(=O)Nc1cnc2ccccc2c1, predict the reactants needed to synthesize it. The reactants are: CC(C)(C)OC(=O)N1C[C@H](N)C[C@H]1C(=O)Nc1cnc2ccccc2c1.O=C(O)[C@H](O)CCc1ccccc1. (2) Given the product COc1c(C)c(Cc2ccc(C(=O)O)c(-c3cccnc3)c2)c(OC)c(OC)c1OC, predict the reactants needed to synthesize it. The reactants are: COC(=O)c1ccc(Cc2c(C)c(OC)c(OC)c(OC)c2OC)cc1-c1cccnc1. (3) Given the product COc1ncc2ccc(=O)n(CCN3CCC(N(Cc4cc5c(cn4)OCCO5)C(=O)OC(C)(C)C)CC3)c2n1, predict the reactants needed to synthesize it. The reactants are: CC(C)(C)OC(=O)N(Cc1cc2c(cn1)OCCO2)C1CCNCC1.COc1ncc2ccc(=O)n(CC=O)c2n1. (4) Given the product CC(C)(C)OC(=O)NCCc1ccc(Br)cc1, predict the reactants needed to synthesize it. The reactants are: CC(C)(C)OC(=O)OC(=O)OC(C)(C)C.NCCc1ccc(Br)cc1. (5) Given the product COc1c(OCCOCCN)ccc2c1N=C(NC(=O)c1cccnc1)N1CCN=C21, predict the reactants needed to synthesize it. The reactants are: COc1c(OCCOCCNC(=O)OC(C)(C)C)ccc2c1N=C(NC(=O)c1cccnc1)N1CCN=C21. (6) Given the product CC(=O)c1ccc(N2CCN(C(=O)c3noc4c3CN(S(=O)(=O)c3ccc(C)cc3)CC4)CC2)cc1, predict the reactants needed to synthesize it. The reactants are: CC(=O)c1ccc(N2CCN(C(=O)c3noc4c3CNCC4)CC2)cc1.Cc1ccc(S(=O)(=O)O)cc1. (7) Given the product N#Cc1ccccc1Oc1ccc(Cl)cc1Cl, predict the reactants needed to synthesize it. The reactants are: N#Cc1ccccc1F.Oc1ccc(Cl)cc1Cl.